This data is from NCI-60 drug combinations with 297,098 pairs across 59 cell lines. The task is: Regression. Given two drug SMILES strings and cell line genomic features, predict the synergy score measuring deviation from expected non-interaction effect. (1) Drug 1: CN(C)C1=NC(=NC(=N1)N(C)C)N(C)C. Drug 2: C1=NC(=NC(=O)N1C2C(C(C(O2)CO)O)O)N. Cell line: NCIH23. Synergy scores: CSS=-2.00, Synergy_ZIP=0.854, Synergy_Bliss=-0.811, Synergy_Loewe=-3.01, Synergy_HSA=-1.62. (2) Drug 1: C1=C(C(=O)NC(=O)N1)N(CCCl)CCCl. Drug 2: CC1=C2C(C(=O)C3(C(CC4C(C3C(C(C2(C)C)(CC1OC(=O)C(C(C5=CC=CC=C5)NC(=O)OC(C)(C)C)O)O)OC(=O)C6=CC=CC=C6)(CO4)OC(=O)C)O)C)O. Cell line: SK-MEL-5. Synergy scores: CSS=16.4, Synergy_ZIP=-13.0, Synergy_Bliss=-8.20, Synergy_Loewe=-10.7, Synergy_HSA=-5.65.